This data is from Forward reaction prediction with 1.9M reactions from USPTO patents (1976-2016). The task is: Predict the product of the given reaction. (1) Given the reactants B(Br)(Br)Br.C[O:6][C:7]1[CH:8]=[C:9]([C:13]2[O:14][C:15]([CH3:21])=[CH:16][C:17]=2[C:18]([NH2:20])=[O:19])[CH:10]=[CH:11][CH:12]=1.C(=O)([O-])[O-].[Na+].[Na+], predict the reaction product. The product is: [OH:6][C:7]1[CH:8]=[C:9]([C:13]2[O:14][C:15]([CH3:21])=[CH:16][C:17]=2[C:18]([NH2:20])=[O:19])[CH:10]=[CH:11][CH:12]=1. (2) Given the reactants [Br:1][C:2]1[N:7]=[C:6]([C:8]([O:10][CH3:11])=[O:9])[C:5]([OH:12])=[CH:4][CH:3]=1.C([O-])([O-])=O.[K+].[K+].I[CH2:20][CH3:21].CN(C=O)C, predict the reaction product. The product is: [Br:1][C:2]1[N:7]=[C:6]([C:8]([O:10][CH3:11])=[O:9])[C:5]([O:12][CH2:20][CH3:21])=[CH:4][CH:3]=1. (3) Given the reactants [N:1]([CH:4]([C:6]1[N:7]=[C:8]2[S:23][CH:22]=[C:21]([CH3:24])[N:9]2[C:10](=[O:20])[C:11]=1[C:12]1[CH:17]=[CH:16][CH:15]=[C:14]([F:18])[C:13]=1[F:19])[CH3:5])=[N+]=[N-].CP(C)C, predict the reaction product. The product is: [NH2:1][CH:4]([C:6]1[N:7]=[C:8]2[S:23][CH:22]=[C:21]([CH3:24])[N:9]2[C:10](=[O:20])[C:11]=1[C:12]1[CH:17]=[CH:16][CH:15]=[C:14]([F:18])[C:13]=1[F:19])[CH3:5]. (4) Given the reactants Cl[CH2:2][CH:3]1[CH2:8][CH2:7][O:6][CH2:5][CH2:4]1.[Br:9][C:10]1[CH:11]=[CH:12][C:13]2[O:17][C:16](=[O:18])[NH:15][C:14]=2[CH:19]=1.C(=O)([O-])[O-].[Cs+].[Cs+], predict the reaction product. The product is: [Br:9][C:10]1[CH:11]=[CH:12][C:13]2[O:17][C:16](=[O:18])[N:15]([CH2:2][CH:3]3[CH2:8][CH2:7][O:6][CH2:5][CH2:4]3)[C:14]=2[CH:19]=1. (5) Given the reactants C([O:8][C:9]1[CH:10]=[C:11]([N:15]2[C:19]([NH2:20])=[CH:18][C:17]([C:21]([CH3:42])([CH3:41])[CH2:22][O:23][Si:24]([C:37]([CH3:40])([CH3:39])[CH3:38])([C:31]3[CH:36]=[CH:35][CH:34]=[CH:33][CH:32]=3)[C:25]3[CH:30]=[CH:29][CH:28]=[CH:27][CH:26]=3)=[N:16]2)[CH:12]=[CH:13][CH:14]=1)C1C=CC=CC=1.O.C([O-])=O.[NH4+], predict the reaction product. The product is: [NH2:20][C:19]1[N:15]([C:11]2[CH:10]=[C:9]([OH:8])[CH:14]=[CH:13][CH:12]=2)[N:16]=[C:17]([C:21]([CH3:42])([CH3:41])[CH2:22][O:23][Si:24]([C:37]([CH3:40])([CH3:39])[CH3:38])([C:25]2[CH:30]=[CH:29][CH:28]=[CH:27][CH:26]=2)[C:31]2[CH:36]=[CH:35][CH:34]=[CH:33][CH:32]=2)[CH:18]=1. (6) Given the reactants B(Br)(Br)Br.[Cl:5][C:6]1[CH:11]=[C:10]([I:12])[C:9]([O:13]C)=[CH:8][C:7]=1[C:15]1[CH:20]=[CH:19][CH:18]=[CH:17][C:16]=1[F:21], predict the reaction product. The product is: [Cl:5][C:6]1[C:7]([C:15]2[CH:20]=[CH:19][CH:18]=[CH:17][C:16]=2[F:21])=[CH:8][C:9]([OH:13])=[C:10]([I:12])[CH:11]=1. (7) Given the reactants [CH:1]1([CH2:6][CH:7]([C:9]2[C:13]3[CH:14]=[CH:15][CH:16]=[CH:17][C:12]=3[O:11][C:10]=2[C:18]2[CH:27]=[CH:26][C:25]3[C:20](=[CH:21][CH:22]=[C:23]([O:28][CH3:29])[CH:24]=3)[CH:19]=2)O)[CH2:5][CH2:4][CH2:3][CH2:2]1.C([SiH](CC)CC)C.FC(F)(F)C(O)=O, predict the reaction product. The product is: [CH:1]1([CH2:6][CH2:7][C:9]2[C:13]3[CH:14]=[CH:15][CH:16]=[CH:17][C:12]=3[O:11][C:10]=2[C:18]2[CH:27]=[CH:26][C:25]3[C:20](=[CH:21][CH:22]=[C:23]([O:28][CH3:29])[CH:24]=3)[CH:19]=2)[CH2:5][CH2:4][CH2:3][CH2:2]1. (8) Given the reactants CC[O-].[Na+].[C:5]1([NH2:12])[CH:10]=[CH:9][CH:8]=[CH:7][C:6]=1[NH2:11].C([O:15][C:16](=O)[C:17](=[N:23][O:24][CH3:25])[C:18](OCC)=[O:19])C.Cl, predict the reaction product. The product is: [CH3:25][O:24][N:23]=[C:17]1[C:18](=[O:19])[NH:12][C:5]2[CH:10]=[CH:9][CH:8]=[CH:7][C:6]=2[NH:11][C:16]1=[O:15].